From a dataset of Reaction yield outcomes from USPTO patents with 853,638 reactions. Predict the reaction yield, written as a fraction of the theoretical maximum amount of product (1.0 means a 100% yield; for example, 0.34 means a 34% yield). (1) The reactants are [Cl:1][C:2]1[CH:3]=[C:4]([CH2:8][O:9][C:10]2[CH:19]=[C:18]3[C:13]([CH:14]=[C:15]([C:20]([O:22][CH2:23]C)=[O:21])[CH:16]=[N:17]3)=[CH:12][CH:11]=2)[CH:5]=[CH:6][CH:7]=1.C([O-])([O-])=O.[K+].[K+]. The catalyst is CO.C1COCC1. The product is [Cl:1][C:2]1[CH:3]=[C:4]([CH:5]=[CH:6][CH:7]=1)[CH2:8][O:9][C:10]1[CH:19]=[C:18]2[C:13]([CH:14]=[C:15]([C:20]([O:22][CH3:23])=[O:21])[CH:16]=[N:17]2)=[CH:12][CH:11]=1. The yield is 0.630. (2) The yield is 0.970. The catalyst is C(O)C.C(O)C.O1CCCC1. The product is [Cl:1][C:2]1[CH:3]=[CH:4][C:5]([NH:10][C:26](=[O:31])[C:27]([CH3:30])([CH3:29])[CH3:28])=[C:6]([O:8][CH3:9])[CH:7]=1. The reactants are [Cl:1][C:2]1[CH:3]=[CH:4][C:5]([N+:10]([O-])=O)=[C:6]([O:8][CH3:9])[CH:7]=1.C([O-])([O-])=O.[Na+].[Na+].C(N(CC)CC)C.[C:26](Cl)(=[O:31])[C:27]([CH3:30])([CH3:29])[CH3:28].